From a dataset of Full USPTO retrosynthesis dataset with 1.9M reactions from patents (1976-2016). Predict the reactants needed to synthesize the given product. (1) Given the product [ClH:33].[CH3:1][C@H:2]1[CH2:7][C@@H:6]([O:8][C:9]2[CH:14]=[CH:13][N:12]([C:15]3[CH:20]=[CH:19][C:18]([S:21]([CH3:24])(=[O:23])=[O:22])=[CH:17][CH:16]=3)[C:11](=[O:25])[CH:10]=2)[CH2:5][CH2:4][NH:3]1, predict the reactants needed to synthesize it. The reactants are: [CH3:1][C@H:2]1[CH2:7][C@@H:6]([O:8][C:9]2[CH:14]=[CH:13][N:12]([C:15]3[CH:20]=[CH:19][C:18]([S:21]([CH3:24])(=[O:23])=[O:22])=[CH:17][CH:16]=3)[C:11](=[O:25])[CH:10]=2)[CH2:5][CH2:4][N:3]1C(OC(C)(C)C)=O.[ClH:33]. (2) Given the product [C:1]([C:3]1[CH:8]=[CH:7][C:6]([C:9]2[O:10][C:11]3[CH:21]=[C:20]([N:22]([CH3:27])[S:23]([CH3:26])(=[O:25])=[O:24])[C:19]([C:38]4[CH:39]=[CH:40][C:41]5[O:54][CH2:53][N:44]6[C:45]7[CH:46]=[CH:47][CH:48]=[C:49]([F:52])[C:50]=7[CH:51]=[C:43]6[C:42]=5[N:55]=4)=[CH:18][C:12]=3[C:13]=2[C:14]([NH:16][CH3:17])=[O:15])=[CH:5][CH:4]=1)#[N:2], predict the reactants needed to synthesize it. The reactants are: [C:1]([C:3]1[CH:8]=[CH:7][C:6]([C:9]2[O:10][C:11]3[CH:21]=[C:20]([N:22]([CH3:27])[S:23]([CH3:26])(=[O:25])=[O:24])[C:19](B4OC(C)(C)C(C)(C)O4)=[CH:18][C:12]=3[C:13]=2[C:14]([NH:16][CH3:17])=[O:15])=[CH:5][CH:4]=1)#[N:2].Cl[C:38]1[CH:39]=[CH:40][C:41]2[O:54][CH2:53][N:44]3[C:45]4[CH:46]=[CH:47][CH:48]=[C:49]([F:52])[C:50]=4[CH:51]=[C:43]3[C:42]=2[N:55]=1.CC(C1C=C(C(C)C)C(C2C=CC=CC=2P(C2CCCCC2)C2CCCCC2)=C(C(C)C)C=1)C. (3) Given the product [CH3:37][O:38][C:39]1[CH:48]=[C:47]2[C:42]([CH2:43][CH2:44][C:45](=[O:65])[N:46]2[CH2:49][CH2:50][N:51]2[CH2:52][CH2:53][CH:54]([NH:57][C:58](=[O:64])[O:59][C:60]([CH3:61])([CH3:63])[CH3:62])[CH2:55][CH2:56]2)=[CH:41][CH:40]=1, predict the reactants needed to synthesize it. The reactants are: COC1C=C2C(CCC(=O)N2)=CC=1.[H-].[Na+].CS(OCCN1CCC(NC(OC(C)(C)C)=O)CC1)(=O)=O.[CH3:37][O:38][C:39]1[CH:48]=[C:47]2[C:42]([CH:43]=[CH:44][C:45](=[O:65])[N:46]2[CH2:49][CH2:50][N:51]2[CH2:56][CH2:55][CH:54]([NH:57][C:58](=[O:64])[O:59][C:60]([CH3:63])([CH3:62])[CH3:61])[CH2:53][CH2:52]2)=[CH:41][CH:40]=1. (4) Given the product [O:1]1[CH2:6][CH2:5][CH:4]([C:7]([O:9][NH:10][S:11]([C:14]2[S:15][C:16]([Cl:19])=[CH:17][CH:18]=2)(=[O:12])=[O:13])=[O:8])[CH2:3][CH2:2]1, predict the reactants needed to synthesize it. The reactants are: [O:1]1[CH2:6][CH2:5][CH:4]([C:7]([O:9][N:10](C(OC(C)(C)C)=O)[S:11]([C:14]2[S:15][C:16]([Cl:19])=[CH:17][CH:18]=2)(=[O:13])=[O:12])=[O:8])[CH2:3][CH2:2]1.FC(F)(F)C(O)=O.CCOC(C)=O. (5) Given the product [CH3:11][C:10]1([CH3:12])[CH2:9][O:8][C:28](=[O:30])[N:13]1[C:14]1[S:15][CH:16]=[C:17]([C:19]2[CH:20]=[C:21]([C:25]#[N:26])[N:22]([CH3:24])[CH:23]=2)[N:18]=1, predict the reactants needed to synthesize it. The reactants are: C(N(CC)CC)C.[OH:8][CH2:9][C:10]([NH:13][C:14]1[S:15][CH:16]=[C:17]([C:19]2[CH:20]=[C:21]([C:25]#[N:26])[N:22]([CH3:24])[CH:23]=2)[N:18]=1)([CH3:12])[CH3:11].Cl[C:28](Cl)([O:30]C(=O)OC(Cl)(Cl)Cl)Cl.O.C(OCC)(=O)C.